This data is from Full USPTO retrosynthesis dataset with 1.9M reactions from patents (1976-2016). The task is: Predict the reactants needed to synthesize the given product. (1) The reactants are: [CH2:1]([O:8][C:9]1[CH:10]=[C:11]([S:15][C:16]2[CH:21]=[CH:20][C:19]([CH:22](C)[CH2:23][CH:24](O)[CH:25]([NH:28][C:29]([O:31][C:32](C)(C)C)=[O:30])[CH2:26][OH:27])=[C:18]([Cl:38])[CH:17]=2)[CH:12]=[CH:13][CH:14]=1)[C:2]1[CH:7]=[CH:6][CH:5]=[CH:4][CH:3]=1.[H-].[Na+]. Given the product [CH2:1]([O:8][C:9]1[CH:10]=[C:11]([S:15][C:16]2[CH:21]=[CH:20][C:19]([CH2:22][CH2:23][CH2:24][C:25]3([CH2:26][OH:27])[CH2:32][O:31][C:29](=[O:30])[NH:28]3)=[C:18]([Cl:38])[CH:17]=2)[CH:12]=[CH:13][CH:14]=1)[C:2]1[CH:7]=[CH:6][CH:5]=[CH:4][CH:3]=1, predict the reactants needed to synthesize it. (2) The reactants are: [CH3:1][C:2]1([CH3:9])[CH2:7][NH:6][C:5](=[S:8])[NH:4][CH2:3]1.[I:10][CH3:11]. Given the product [IH:10].[CH3:1][C:2]1([CH3:9])[CH2:7][NH+:6]=[C:5]([S:8][CH3:11])[NH:4][CH2:3]1, predict the reactants needed to synthesize it. (3) Given the product [C:21]([CH:23]([C:29]1[CH:34]=[CH:33][C:32]([O:14][CH2:13][C:10]2[CH:11]=[CH:12][C:7]([O:6][CH2:5]/[C:4](=[N:3]/[O:2][CH3:1])/[C:15]3[CH:20]=[CH:19][CH:18]=[CH:17][CH:16]=3)=[CH:8][CH:9]=2)=[CH:31][CH:30]=1)[CH2:24][C:25]([OH:27])=[O:26])#[N:22], predict the reactants needed to synthesize it. The reactants are: [CH3:1][O:2]/[N:3]=[C:4](\[C:15]1[CH:20]=[CH:19][CH:18]=[CH:17][CH:16]=1)/[CH2:5][O:6][C:7]1[CH:12]=[CH:11][C:10]([CH2:13][OH:14])=[CH:9][CH:8]=1.[C:21]([CH:23]([C:29]1[CH:34]=[CH:33][C:32](O)=[CH:31][CH:30]=1)[CH2:24][C:25]([O:27]C)=[O:26])#[N:22]. (4) Given the product [C:29]([O:28][C:26]([N:23]1[CH2:24][CH2:25][N:20]([C:17]2[CH:18]=[CH:19][C:14]([NH:13][C:11]3[C:5]4[C:6](=[O:10])[NH:7][N:8]=[CH:9][C:4]=4[CH:3]=[C:2]([NH:35][C:36]4[S:37][CH:38]=[CH:39][N:40]=4)[N:12]=3)=[C:15]([O:33][CH3:34])[CH:16]=2)[CH2:21][CH2:22]1)=[O:27])([CH3:32])([CH3:31])[CH3:30], predict the reactants needed to synthesize it. The reactants are: Cl[C:2]1[N:12]=[C:11]([NH:13][C:14]2[CH:19]=[CH:18][C:17]([N:20]3[CH2:25][CH2:24][N:23]([C:26]([O:28][C:29]([CH3:32])([CH3:31])[CH3:30])=[O:27])[CH2:22][CH2:21]3)=[CH:16][C:15]=2[O:33][CH3:34])[C:5]2[C:6](=[O:10])[NH:7][N:8]=[CH:9][C:4]=2[CH:3]=1.[NH2:35][C:36]1[S:37][CH:38]=[CH:39][N:40]=1.CC1C2OC3C(=CC=CC=3)CC=2C(P(C2C=CC=CC=2)C2C=CC=CC=2)=C(P(C2C=CC=CC=2)C2C=CC=CC=2)C=1C.CC(C)([O-])C.[K+]. (5) Given the product [CH3:1][C:2]1[N:3]([C:8]2[CH:17]=[C:16]3[C:11]([CH2:12][CH2:13][C:14](=[S:35])[N:15]3[CH:18]([CH3:24])[C:19]([O:21][CH2:22][CH3:23])=[O:20])=[CH:10][CH:9]=2)[C:4]([CH3:7])=[CH:5][CH:6]=1, predict the reactants needed to synthesize it. The reactants are: [CH3:1][C:2]1[N:3]([C:8]2[CH:17]=[C:16]3[C:11]([CH2:12][CH2:13][C:14](=O)[N:15]3[CH:18]([CH3:24])[C:19]([O:21][CH2:22][CH3:23])=[O:20])=[CH:10][CH:9]=2)[C:4]([CH3:7])=[CH:5][CH:6]=1.COC1C=CC(P2(SP(C3C=CC(OC)=CC=3)(=S)S2)=[S:35])=CC=1. (6) The reactants are: [CH2:1]([C:3]1([CH2:18][CH2:19][OH:20])[C:8]2[NH:9][C:10]3[C:15]([C:7]=2[CH2:6][CH2:5][O:4]1)=[CH:14][CH:13]=[CH:12][C:11]=3[CH2:16][CH3:17])[CH3:2].C(Cl)Cl.CS(C)=O.N1C=CC=CC=1.S(=O)(=O)=O. Given the product [CH2:1]([C:3]1([CH2:18][CH:19]=[O:20])[C:8]2[NH:9][C:10]3[C:15]([C:7]=2[CH2:6][CH2:5][O:4]1)=[CH:14][CH:13]=[CH:12][C:11]=3[CH2:16][CH3:17])[CH3:2], predict the reactants needed to synthesize it. (7) Given the product [P:14]([O-:18])([O-:17])([O-:16])=[O:15].[Ca+2:9].[P:14]([O-:18])([O-:17])([O-:16])=[O:15].[Ca+2:9].[Ca+2:9], predict the reactants needed to synthesize it. The reactants are: O.O.O.O.[N+]([O-])([O-])=O.[Ca+2:9].[N+]([O-])([O-])=O.[P:14]([O-:18])([OH:17])([OH:16])=[O:15].[NH4+].